From a dataset of Forward reaction prediction with 1.9M reactions from USPTO patents (1976-2016). Predict the product of the given reaction. Given the reactants C(OC(=O)[NH:7][CH:8]([C:12]1[NH:16][N:15]=[N:14][N:13]=1)[CH2:9][C:10]#[N:11])(C)(C)C.[ClH:18], predict the reaction product. The product is: [ClH:18].[ClH:18].[NH2:7][CH:8]([C:12]1[NH:16][N:15]=[N:14][N:13]=1)[CH2:9][C:10]#[N:11].